This data is from Human Reference Interactome with 51,813 positive PPI pairs across 8,248 proteins, plus equal number of experimentally-validated negative pairs. The task is: Binary Classification. Given two protein amino acid sequences, predict whether they physically interact or not. (1) Protein 1 (ENSG00000150687) has sequence MAGIPGLLFLLFFLLCAVGQVSPYSAPWKPTWPAYRLPVVLPQSTLNLAKPDFGAEAKLEVSSSCGPQCHKGTPLPTYEEAKQYLSYETLYANGSRTETQVGIYILSSSGDGAQHRDSGSSGKSRRKRQIYGYDSRFSIFGKDFLLNYPFSTSVKLSTGCTGTLVAEKHVLTAAHCIHDGKTYVKGTQKLRVGFLKPKFKDGGRGANDSTSAMPEQMKFQWIRVKRTHVPKGWIKGNANDIGMDYDYALLELKKPHKRKFMKIGVSPPAKQLPGGRIHFSGYDNDRPGNLVYRFCDVKDE.... Protein 2 (ENSG00000188315) has sequence MHYIKTWSLLGEMSEKLRRCRKELTAAIDRAFEGVSYSQECTGQQRLELSAAPLSFSLPVHRLLCRRHPLAACSSAAPFAAVPCAPENENPAFATNHAPVNAKPHALCPERKPLTSKENVLMHSSILAPERESWRTAGEGENWRKENLRKDMERDLKADSNMPLNNSSQEVTKDLLDMIDHTSIRTIEELAGKIEFENELNHMCGHCQDSPFKEEAWALLMDKSPQKATDADPGSLKQAFDDHNIVETVLDLEEDYNVMTSFKYQIE*GEMSEKLRRCRKELTAAIDRAFEGVSYSQECT.... Result: 0 (the proteins do not interact). (2) Protein 1 (ENSG00000100949) has sequence MHGRLKVKTSEEQAEAKRLEREQKLKLYQSATQAVFQKRQAGELDESVLELTSQILGANPDFATLWNCRREVLQQLETQKSPEELAALVKAELGFLESCLRVNPKSYGTWHHRCWLLGRLPEPNWTRELELCARFLEVDERNFHCWDYRRFVATQAAVPPAEELAFTDSLITRNFSNYSSWHYRSCLLPQLHPQPDSGPQGRLPEDVLLKELELVQNAFFTDPNDQSAWFYHRWLLGRADPQDALRCLHVSRDEACLTVSFSRPLLVGSRMEILLLMVDDSPLIVEWRTPDGRNRPSHVW.... Protein 2 (ENSG00000139410) has sequence MDGPVAEHAKQEPFHVVTPLLESWALSQVAGMPVFLKCENVQPSGSFKIRGIGHFCQEMAKKGCRHLVCSSGGNAGIAAAYAARKLGIPATIVLPESTSLQVVQRLQGEGAEVQLTGKVWDEANLRAQELAKRDGWENVPPFDHPLIWKGHASLVQELKAVLRTPPGALVLAVGGGGLLAGVVAGLLEVGWQHVPIIAMETHGAHCFNAAITAGKLVTLPDITSVAKSLGAKTVAARALECMQVCKIHSEVVEDTEAVSAVQQLLDDERMLVEPACGAALAAIYSGLLRRLQAEGCLPPS.... Result: 0 (the proteins do not interact). (3) Protein 1 (ENSG00000101290) has sequence MTELRQRVAHEPVAPPEDKESESEAKVDGETASDSESRAESAPLPVSADDTPEVLNRALSNLSSRWKNWWVRGILTLAMIAFFFIIIYLGPMVLMIIVMCVQIKCFHEIITIGYNVYHSYDLPWFRTLSWYFLLCVNYFFYGETVTDYFFTLVQREEPLRILSKYHRFISFTLYLIGFCMFVLSLVKKHYRLQFYMFGWTHVTLLIVVTQSHLVIHNLFEGMIWFIVPISCVICNDIMAYMFGFFFGRTPLIKLSPKKTWEGFIGGFFATVVFGLLLSYVMSGYRCFVCPVEYNNDTNSF.... Protein 2 (ENSG00000151715) has sequence MANFKGHALPGSFFLIIGLCWSVKYPLKYFSHTRKNSPLHYYQRLEIVEAAIRTLFSVTGILAEQFVPDGPHLHLYHENHWIKLMNWQHSTMYLFFAVSGIVDMLTYLVSHVPLGVDRLVMAVAVFMEGFLFYYHVHNRPPLDQHIHSLLLYALFGGCVSISLEVIFRDHIVLELFRTSLIILQGTWFWQIGFVLFPPFGTPEWDQKDDANLMFITMCFCWHYLAALSIVAVNYSLVYCLLTRMKRHGRGEIIGIQKLNSDDTYQTALLSGSDEE*. Result: 1 (the proteins interact). (4) Protein 1 (ENSG00000069482) has sequence MARGSALLLASLLLAAALSASAGLWSPAKEKRGWTLNSAGYLLGPHAVGNHRSFSDKNGLTSKRELRPEDDMKPGSFDRSIPENNIMRTIIEFLSFLHLKEAGALDRLLDLPAAASSEDIERS*. Protein 2 (ENSG00000198271) has sequence MVSSCCGSVSSEQSCGLENCCRPSCCQTTCCRTTCCRPSCCKPQCCQSVCYQPTCCHPSCCISSCCRPYCCESSCCRPCCCQTTCCRTTCCRTTCCCPSCCVSSCCRPQCCQSVCCQPTCCRPSCCISSCCHPSCCESSCCRPCCCVRPVCGRVSCHTTCYRPTCVISTCPRPLCCASSCC*. Result: 0 (the proteins do not interact). (5) Protein 1 (ENSG00000235750) has sequence MERISAFFSSIWDTILTKHQEGIYNTICLGVLLGLPLLVIITLLFICCHCCWSPPGKRGQQPEKNKKKKKKKKKKDEEDLWISAQPKLLQMEKRPSLPV*MHYVHVHRVTTQPRNKPQTKCPSGGQSQGPRGQFLDTVLAAMCPIAMLLTADPGMPPTCLWHTPHAKHKEHLSIHLNMVPKCVHMHVTHTHTNSGSRYVGKYILLIKWSLAMYFVQGSTLSTVTKMSHGKALPDSDTYIQFPNQQGPHTPSIP*. Protein 2 (ENSG00000089685) has sequence MGAPTLPPAWQPFLKDHRISTFKNWPFLEGCACTPERMAEAGFIHCPTENEPDLAQCFFCFKELEGWEPDDDPIGPGTVAYACNTSTLGGRGGRITREEHKKHSSGCAFLSVKKQFEELTLGEFLKLDRERAKNKIAKETNNKKKEFEETAEKVRRAIEQLAAMD*MGAPTLPPAWQPFLKDHRISTFKNWPFLEGCACTPERMAEAGFIHCPTENEPDLAQCFFCFKELEGWEPDDDPMQRKPTIRRKNLRKLRRKCAVPSSSWLPWIEASGRSCLVPEWLHHFQGLFPGATSLPVGPL.... Result: 0 (the proteins do not interact). (6) Protein 1 (ENSG00000147394) has sequence MQRQAPYNIRRSSTSGDTEEEEEEEVVPFSSDEQKRRSEAASGVLRRTAPREHSYVLSAAKKSTGSPTQETQAPFIAKRVEVVEEDGPSEKSQDPPALARSTPGSNSSRGEEIVRLQILTPRAGLRLVAPDVEGMSSSATSVSAVPADRKSNSTAAQEDAKADPKGALADYEGKDVATRVGEAWQERPGAPRGGQGDPAVPAQQPADPSTPERQSSPSGSEQLVRRESCGSSVLTDFEGKDVATKVGEAWQDRPGAPRGGQGDPAVPTQQPADPSTPEQQNSPSGSEQFVRRESCTSRVR.... Protein 2 (ENSG00000100417) has sequence MAVTAQAARRKERVLCLFDVDGTLTPARQKIDPEVAAFLQKLRSRVQIGVVGGSDYCKIAEQLGDGDEVIEKFDYVFAENGTVQYKHGRLLSKQTIQNHLGEELLQDLINFCLSYMALLRLPKKRGTFIEFRNGMLNISPIGRSCTLEERIEFSELDKKEKIREKFVEALKTEFAGKGLRFSRGGMISFDVFPEGWDKRYCLDSLDQDSFDTIHFFGNETSPGGNDFEIFADPRTVGHSVVSPQDTVQRCREIFFPETAHEA*MAVTAQAARRKERVLCLFDVDGTLTPARQSWSREGFF.... Result: 0 (the proteins do not interact). (7) Protein 1 (ENSG00000100138) has sequence MTEADVNPKAYPLADAHLTKKLLDLVQQSCNYKQLRKGANEATKTLNRGISEFIVMAADAEPLEIILHLPLLCEDKNVPYVFVRSKQALGRACGVSRPVIACSVTIKEGSQLKQQIQSIQQSIERLLV*MLLVQTEADVNPKAYPLADAHLTKKLLDLVQQSCNYKQLRKGANEATKTLNRGISEFIVMAADAEPLEIILHLPLLCEDKNVPYVFVRSKQALGRACGVSRPVIACSVTIKEGSQLKQQIQSIQQSIERLLV*MAADAEPLEIILHLPLLCEDKNVPYVFVRSKQALGRAC.... Protein 2 (ENSG00000105393) has sequence MEVAEPSSPTEEEEEEEEHSAEPRPRTRSNPEGAEDRAVGAQASVGSRSEGEGEAASADDGSLNTSGAGPKSWQVPPPAPEVQIRTPRVNCPEKVIICLDLSEEMSLPKLESFNGSKTNALNVSQKMIEMFVRTKHKIDKSHEFALVVVNDDTAWLSGLTSDPRELCSCLYDLETASCSTFNLEGLFSLIQQKTELPVTENVQTIPPPYVVRTILVYSRPPCQPQFSLTEPMKKMFQCPYFFFDVVYIHNGTEEKEEEMSWKDMFAFMGSLDTKGTSYKYEVALAGPALELHNCMAKLLA.... Result: 0 (the proteins do not interact). (8) Protein 1 (ENSG00000137404) has sequence MAPALLLIPAALASFILAFGTGVEFVRFTSLRPLLGGIPESGGPDARQGWLAALQDRSILAPLAWDLGLLLLFVGQHSLMAAERVKAWTSRYFGVLQRSLYVACTALALQLVMRYWEPIPKGPVLWEARAEPWATWVPLLCFVLHVISWLLIFSILLVFDYAELMGLKQVYYHVLGLGEPLALKSPRALRLFSHLRHPVCVELLTVLWVVPTLGTDRLLLAFLLTLYLGLAHGLDQQDLRYLRAQLQRKLHLLSRPQDGEAE*MAPALLLIPAALASFILAFGTGVEFVRFTSLRPLLGG.... Protein 2 (ENSG00000174567) has sequence MISITEWQKIGVGITGFGIFFILFGTLLYFDSVLLAFGNLLFLTGLSLIIGLRKTFWFFFQRHKLKGTSFLLGGVVIVLLRWPLLGMFLETYGFFSLFKGFFPVAFGFLGNVCNIPFLGALFRRLQGTSSMV*. Result: 1 (the proteins interact). (9) Protein 1 (ENSG00000256223) has sequence MDAKSLTAWSRTLVTFKDVFVDFTREEWKLLDTAQQIVYRNVMLENYKNLVSLGYQLTKPDVILRLEKGEEPWLVEREIHQETHPDSETAFEIKSSVSSRSIFKDKQSCDIKMEGMARNDLWYLSLEEVWKCRDQLDKYQENPERHLRQVAFTQKKVLTQERVSESGKYGGNCLLPAQLVLREYFHKRDSHTKSLKHDLVLNGHQDSCASNSNECGQTFCQNIHLIQFARTHTGDKSYKCPDNDNSLTHGSSLGISKGIHREKPYECKECGKFFSWRSNLTRHQLIHTGEKPYECKECGK.... Protein 2 (ENSG00000120328) has sequence MENGGAGTLQIRQVLLFFVLLGMSQAGSETGNFLVMEELQSGSFVGNLAKTLGLEVSELSSRGARVVSNDNKECLQLDTNTGDLLLREMLDREELCGSNEPCVLYFQVLMKNPTQFLQIELQVRDINDHSPVFLEKEMLLEIPENSPVGAVFLLESAKDLDVGINAVKSYTINPNSHFHVKIRVNPDNRKYPELVLDKALDYEERPELSFILTALDGGSPPRSGTALVRVVVVDINDNSPEFEQAFYEVKILENSILGSLVVTVSAWDLDSGTNSELSYTFSHASEDIRKTFEINQKSGD.... Result: 0 (the proteins do not interact). (10) Protein 1 (ENSG00000082397) has sequence MTTESGSDSESKPDQEAEPQEAAGAQGRAGAPVPEPPKEEQQQALEQFAAAAAHSTPVRREVTDKEQEFAARAAKQLEYQQLEDDKLSQKSSSSKLSRSPLKIVKKPKSMQCKVILLDGSEYTCDVEKRSRGQVLFDKVCEHLNLLEKDYFGLTYRDAENQKNWLDPAKEIKKQVRSGAWHFSFNVKFYPPDPAQLSEDITRYYLCLQLRDDIVSGRLPCSFVTLALLGSYTVQSELGDYDPDECGSDYISEFRFAPNHTKELEDKVIELHKSHRGMTPAEAEMHFLENAKKLSMYGVDL.... Protein 2 (ENSG00000120049) has sequence MRGQGRKESLSDSRDLDGSYDQLTDSVDDEFELSTVCHRPEGLEQLQEQTKFTRKELQVLYRGFKNECPSGIVNEENFKQIYSQFFPQGDSSTYATFLFNAFDTNHDGSVSFEEMLDIMKSIYDMMGKYTYPALREEAPREHVESFFQKMDRNKDGVVTIEEFIESCQKVQLPALYITLTWTQA*MNRCPRRCRSPLGQAARSLYQLVTGSLSPDSVDDEFELSTVCHRPEGLEQLQEQTKFTRKELQVLYRGFKNECPSGIVNEENFKQIYSQFFPQGDSSTYATFLFNAFDTNHDGSV.... Result: 0 (the proteins do not interact).